From a dataset of Reaction yield outcomes from USPTO patents with 853,638 reactions. Predict the reaction yield, written as a fraction of the theoretical maximum amount of product (1.0 means a 100% yield; for example, 0.34 means a 34% yield). (1) The reactants are [CH3:1][O:2][C:3]1[CH:4]=[C:5]2[C:10](=[CH:11][C:12]=1[O:13][CH3:14])[N:9]=[CH:8][CH:7]=[C:6]2[O:15][C:16]1[CH:26]=[CH:25][C:19]([O:20][CH2:21][C:22]([OH:24])=O)=[CH:18][CH:17]=1.CCN=C=NCCCN(C)C.Cl.C1C=CC2N(O)N=NC=2C=1.[NH2:49][C:50]1[C:51]([CH3:56])=[CH:52][CH:53]=[CH:54][CH:55]=1.C(=O)([O-])O.[Na+]. The catalyst is C(Cl)(Cl)Cl.O. The product is [CH3:56][C:51]1[CH:52]=[CH:53][CH:54]=[CH:55][C:50]=1[NH:49][C:22](=[O:24])[CH2:21][O:20][C:19]1[CH:25]=[CH:26][C:16]([O:15][C:6]2[C:5]3[C:10](=[CH:11][C:12]([O:13][CH3:14])=[C:3]([O:2][CH3:1])[CH:4]=3)[N:9]=[CH:8][CH:7]=2)=[CH:17][CH:18]=1. The yield is 0.550. (2) The reactants are Br[C:2]1[CH:3]=[C:4]([NH:9][S:10]([CH3:13])(=[O:12])=[O:11])[CH:5]=[CH:6][C:7]=1[CH3:8].[B:14]1([B:14]2[O:18][C:17]([CH3:20])([CH3:19])[C:16]([CH3:22])([CH3:21])[O:15]2)[O:18][C:17]([CH3:20])([CH3:19])[C:16]([CH3:22])([CH3:21])[O:15]1.C([O-])(=O)C.[K+].N#N. The catalyst is CS(C)=O.C(OCC)(=O)C.C1C=CC(P(C2C=CC=CC=2)[C-]2C=CC=C2)=CC=1.C1C=CC(P(C2C=CC=CC=2)[C-]2C=CC=C2)=CC=1.Cl[Pd]Cl.[Fe+2]. The product is [CH3:8][C:7]1[CH:6]=[CH:5][C:4]([NH:9][S:10]([CH3:13])(=[O:12])=[O:11])=[CH:3][C:2]=1[B:14]1[O:18][C:17]([CH3:20])([CH3:19])[C:16]([CH3:22])([CH3:21])[O:15]1. The yield is 0.710. (3) The product is [NH2:31][C:6]1[CH:5]=[C:4]([CH2:3][OH:2])[CH:9]=[CH:8][C:7]=1[CH2:10][N:11]1[CH:12]([C:24]2[C:29]([CH3:30])=[CH:28][CH:27]=[CH:26][N:25]=2)[CH2:13][CH2:14][CH2:15][CH:16]1[C:17]1[C:22]([CH3:23])=[CH:21][CH:20]=[CH:19][N:18]=1. The yield is 0.370. The reactants are C[O:2][C:3](=O)[C:4]1[CH:9]=[CH:8][C:7]([CH2:10][N:11]2[CH:16]([C:17]3[C:22]([CH3:23])=[CH:21][CH:20]=[CH:19][N:18]=3)[CH2:15][CH2:14][CH2:13][CH:12]2[C:24]2[C:29]([CH3:30])=[CH:28][CH:27]=[CH:26][N:25]=2)=[C:6]([NH2:31])[CH:5]=1.[Li+].[BH4-]. The catalyst is C1COCC1.[OH-].[Na+]. (4) The reactants are [Br:1][C:2]1[CH:7]=[CH:6][C:5]([C:8]([NH:10][C:11]2[N:15]([CH3:16])[N:14]=[CH:13][C:12]=2[C:17]([O:19]CC)=[O:18])=[O:9])=[C:4]([F:22])[CH:3]=1.[OH-].[Na+].[OH-].[K+].Cl. The catalyst is C1COCC1.O.CO. The product is [Br:1][C:2]1[CH:7]=[CH:6][C:5]([C:8]([NH:10][C:11]2[N:15]([CH3:16])[N:14]=[CH:13][C:12]=2[C:17]([OH:19])=[O:18])=[O:9])=[C:4]([F:22])[CH:3]=1. The yield is 0.379. (5) The reactants are [Cl-].[CH2:2]([N:6]1[CH2:11][CH2:10][N:9]([CH:12]([C:17]2[CH:22]=[CH:21][CH:20]=[CH:19][CH:18]=2)[C:13]([NH:15][NH3+:16])=[O:14])[C:8](=[O:23])[C:7]1=[O:24])[CH2:3][CH2:4][CH3:5].[C:25]([O:29][C:30]([N:32]1[CH2:37][CH2:36][CH2:35][CH:34]([C:38]2[CH:43]=[CH:42][CH:41]=[CH:40][CH:39]=2)[CH:33]1[C:44](O)=[O:45])=[O:31])([CH3:28])([CH3:27])[CH3:26].ON1C2C=CC=CC=2N=N1.C(N(C(C)C)CC)(C)C. The catalyst is ClCCCl. The product is [CH2:2]([N:6]1[CH2:11][CH2:10][N:9]([CH:12]([C:17]2[CH:18]=[CH:19][CH:20]=[CH:21][CH:22]=2)[C:13]([NH:15][NH:16][C:44]([CH:33]2[CH:34]([C:38]3[CH:43]=[CH:42][CH:41]=[CH:40][CH:39]=3)[CH2:35][CH2:36][CH2:37][N:32]2[C:30]([O:29][C:25]([CH3:28])([CH3:27])[CH3:26])=[O:31])=[O:45])=[O:14])[C:8](=[O:23])[C:7]1=[O:24])[CH2:3][CH2:4][CH3:5]. The yield is 0.110. (6) The reactants are [NH:1]1[C:5]2[CH:6]=[CH:7][CH:8]=[CH:9][C:4]=2[N:3]=[C:2]1[CH2:10][N:11]([CH2:22][C:23]1[CH:30]=[CH:29][C:26]([CH:27]=O)=[CH:25][CH:24]=1)[CH:12]1[C:21]2[N:20]=[CH:19][CH:18]=[CH:17][C:16]=2[CH2:15][CH2:14][CH2:13]1.[NH2:31][C:32]1[CH:36]=[CH:35][NH:34][N:33]=1.[BH-](OC(C)=O)(OC(C)=O)OC(C)=O.[Na+]. The catalyst is C1COCC1.C(O)(=O)C. The product is [NH:1]1[C:5]2[CH:6]=[CH:7][CH:8]=[CH:9][C:4]=2[N:3]=[C:2]1[CH2:10][N:11]([CH2:22][C:23]1[CH:30]=[CH:29][C:26]([CH2:27][NH:31][C:32]2[CH:36]=[CH:35][NH:34][N:33]=2)=[CH:25][CH:24]=1)[CH:12]1[C:21]2[N:20]=[CH:19][CH:18]=[CH:17][C:16]=2[CH2:15][CH2:14][CH2:13]1. The yield is 0.230. (7) The reactants are Cl.[CH3:2][C:3]([O:5][C:6]([CH3:8])=[O:7])=O.[CH3:9][O:10][C:11]1[C:12](=[O:20])[C:13]([O:18][CH3:19])=[CH:14]C(=O)C=1.[CH3:21][CH2:22][O:23]CC. The catalyst is [Zn]. The product is [C:6]([O:5][C:3]1[CH:14]=[C:13]([O:18][CH3:19])[C:12]([O:20][C:22](=[O:23])[CH3:21])=[C:11]([O:10][CH3:9])[CH:2]=1)(=[O:7])[CH3:8]. The yield is 1.00.